Dataset: Full USPTO retrosynthesis dataset with 1.9M reactions from patents (1976-2016). Task: Predict the reactants needed to synthesize the given product. The reactants are: CC1(C)[O:6][C:5](=[CH:7][C:8]([N:10]([CH2:12][C:13]2[CH:18]=[CH:17][CH:16]=[CH:15][C:14]=2[O:19][CH2:20][C:21]2[CH:26]=[CH:25][C:24]([F:27])=[CH:23][CH:22]=2)[CH3:11])=[O:9])[C:4](=[O:28])[O:3]1.N#N. Given the product [F:27][C:24]1[CH:23]=[CH:22][C:21]([CH2:20][O:19][C:14]2[CH:15]=[CH:16][CH:17]=[CH:18][C:13]=2[CH2:12][N:10]([CH3:11])[C:8]([CH:7]=[C:5]([OH:6])[C:4]([OH:28])=[O:3])=[O:9])=[CH:26][CH:25]=1, predict the reactants needed to synthesize it.